This data is from HIV replication inhibition screening data with 41,000+ compounds from the AIDS Antiviral Screen. The task is: Binary Classification. Given a drug SMILES string, predict its activity (active/inactive) in a high-throughput screening assay against a specified biological target. (1) The molecule is CCOP(=O)(CP(=O)(OCC)OCC)OCC.Cl[Sn](Cl)(c1ccccc1)c1ccccc1. The result is 0 (inactive). (2) The molecule is CCC1=C(CC)C1(C#N)[N+](=O)[O-]. The result is 0 (inactive). (3) The molecule is Nc1nc(Cl)c(N)c(NCC2(CO)CCCC2)n1. The result is 0 (inactive). (4) The molecule is O=c1[nH]nc(Cc2ccccc2)n1CCCl. The result is 0 (inactive). (5) The molecule is Cc1ccc(N=Nc2c(=N)[nH]n3cc4c(nc23)-c2ccccc2CC4)cc1. The result is 0 (inactive). (6) The compound is CN1CC(=O)N(C)c2[nH]cnc2C1=O. The result is 0 (inactive). (7) The drug is CCOC(=O)C(CO)(CC(CO)(C(C)=O)C(=O)OCC)C(C)=O. The result is 0 (inactive).